Dataset: NCI-60 drug combinations with 297,098 pairs across 59 cell lines. Task: Regression. Given two drug SMILES strings and cell line genomic features, predict the synergy score measuring deviation from expected non-interaction effect. (1) Drug 2: CC1C(C(CC(O1)OC2CC(OC(C2O)C)OC3=CC4=CC5=C(C(=O)C(C(C5)C(C(=O)C(C(C)O)O)OC)OC6CC(C(C(O6)C)O)OC7CC(C(C(O7)C)O)OC8CC(C(C(O8)C)O)(C)O)C(=C4C(=C3C)O)O)O)O. Synergy scores: CSS=64.7, Synergy_ZIP=-0.374, Synergy_Bliss=0.701, Synergy_Loewe=-1.17, Synergy_HSA=0.826. Drug 1: C1CN1C2=NC(=NC(=N2)N3CC3)N4CC4. Cell line: SF-295. (2) Drug 1: C1CCC(C1)C(CC#N)N2C=C(C=N2)C3=C4C=CNC4=NC=N3. Drug 2: CC1=C(C(=CC=C1)Cl)NC(=O)C2=CN=C(S2)NC3=CC(=NC(=N3)C)N4CCN(CC4)CCO. Cell line: M14. Synergy scores: CSS=-15.6, Synergy_ZIP=4.36, Synergy_Bliss=-6.09, Synergy_Loewe=-16.7, Synergy_HSA=-15.8. (3) Drug 1: C1=NC2=C(N=C(N=C2N1C3C(C(C(O3)CO)O)O)F)N. Drug 2: C1CC(=O)NC(=O)C1N2C(=O)C3=CC=CC=C3C2=O. Cell line: NCI-H226. Synergy scores: CSS=-4.40, Synergy_ZIP=1.97, Synergy_Bliss=-0.777, Synergy_Loewe=-3.63, Synergy_HSA=-4.96.